From a dataset of Full USPTO retrosynthesis dataset with 1.9M reactions from patents (1976-2016). Predict the reactants needed to synthesize the given product. (1) Given the product [C:1]([C:3]1[CH:4]=[C:5]([CH:33]=[C:34]([O:36][CH2:44][CH2:45][O:46][CH3:47])[CH:35]=1)[C:6]([NH:8][C:9]1[C:10]([CH3:32])=[C:11]2[C:17]([CH:18]3[CH2:23][CH2:22][N:21]([C:24]([CH:26]4[CH2:30][CH2:29][CH2:28][CH2:27]4)=[O:25])[CH2:20][CH2:19]3)=[CH:16][N:15]([CH3:31])[C:12]2=[N:13][CH:14]=1)=[O:7])#[N:2], predict the reactants needed to synthesize it. The reactants are: [C:1]([C:3]1[CH:4]=[C:5]([CH:33]=[C:34]([OH:36])[CH:35]=1)[C:6]([NH:8][C:9]1[C:10]([CH3:32])=[C:11]2[C:17]([CH:18]3[CH2:23][CH2:22][N:21]([C:24]([CH:26]4[CH2:30][CH2:29][CH2:28][CH2:27]4)=[O:25])[CH2:20][CH2:19]3)=[CH:16][N:15]([CH3:31])[C:12]2=[N:13][CH:14]=1)=[O:7])#[N:2].C([O-])([O-])=O.[K+].[K+].Br[CH2:44][CH2:45][O:46][CH3:47].O. (2) Given the product [Cl:1][C:2]1[CH:7]=[C:6]([F:8])[C:5]([I:17])=[C:4]([F:9])[C:3]=1[O:10][CH3:11], predict the reactants needed to synthesize it. The reactants are: [Cl:1][C:2]1[CH:7]=[C:6]([F:8])[CH:5]=[C:4]([F:9])[C:3]=1[O:10][CH3:11].C([Li])CCC.[I:17]I.OS([O-])=O.[Na+]. (3) Given the product [Br:1][C:2]1[CH:3]=[C:4]([CH:5]=[CH:6][C:7]=1[O:8][CH3:9])[CH2:10][C:12]1[CH:13]=[CH:14][C:15]([C:18]#[C:19][Si:20]([CH:27]([CH3:28])[CH3:29])([CH:24]([CH3:26])[CH3:25])[CH:21]([CH3:22])[CH3:23])=[CH:16][CH:17]=1, predict the reactants needed to synthesize it. The reactants are: [Br:1][C:2]1[CH:3]=[C:4]([CH:10]([C:12]2[CH:17]=[CH:16][C:15]([C:18]#[C:19][Si:20]([CH:27]([CH3:29])[CH3:28])([CH:24]([CH3:26])[CH3:25])[CH:21]([CH3:23])[CH3:22])=[CH:14][CH:13]=2)O)[CH:5]=[CH:6][C:7]=1[O:8][CH3:9].C([SiH](CC)CC)C.FC(F)(F)C(O)=O. (4) Given the product [N+:13]([C:4]1[CH:3]=[C:2]([C:23]2[CH:24]=[CH:25][C:20]([C:18]([OH:19])=[O:17])=[CH:21][CH:22]=2)[CH:7]=[C:6]([CH2:8][O:9][CH2:10][CH2:11][CH3:12])[CH:5]=1)([O-:15])=[O:14], predict the reactants needed to synthesize it. The reactants are: Br[C:2]1[CH:7]=[C:6]([CH2:8][O:9][CH2:10][CH2:11][CH3:12])[CH:5]=[C:4]([N+:13]([O-:15])=[O:14])[CH:3]=1.C[O:17][C:18]([C:20]1[CH:25]=[CH:24][C:23](B(O)O)=[CH:22][CH:21]=1)=[O:19].C(=O)([O-])[O-].[K+].[K+].[OH-].[Na+]. (5) Given the product [Cl:9][C:6]1[N:5]=[CH:4][C:3]([C:10]([N:12]2[CH2:17][CH2:16][CH:15]([C:18]3[CH:23]=[CH:22][C:21]([F:24])=[CH:20][CH:19]=3)[CH2:14][CH2:13]2)=[O:11])=[C:2]([NH:30][C:29]2[CH:31]=[CH:32][C:26]([F:25])=[CH:27][C:28]=2[CH3:33])[C:7]=1[CH3:8], predict the reactants needed to synthesize it. The reactants are: Cl[C:2]1[C:7]([CH3:8])=[C:6]([Cl:9])[N:5]=[CH:4][C:3]=1[C:10]([N:12]1[CH2:17][CH2:16][CH:15]([C:18]2[CH:23]=[CH:22][C:21]([F:24])=[CH:20][CH:19]=2)[CH2:14][CH2:13]1)=[O:11].[F:25][C:26]1[CH:32]=[CH:31][C:29]([NH2:30])=[C:28]([CH3:33])[CH:27]=1. (6) Given the product [CH3:13][C:14]1[N:15]=[CH:16][N:17]([C:8]2[CH:7]=[CH:6][C:5]([N+:10]([O-:12])=[O:11])=[CH:4][C:3]=2[C:1]#[N:2])[CH:18]=1, predict the reactants needed to synthesize it. The reactants are: [C:1]([C:3]1[CH:4]=[C:5]([N+:10]([O-:12])=[O:11])[CH:6]=[CH:7][C:8]=1F)#[N:2].[CH3:13][C:14]1[N:15]=[CH:16][NH:17][CH:18]=1.C(=O)([O-])[O-].[K+].[K+]. (7) Given the product [S:53](=[O:55])(=[O:54])([O:44][CH2:43][C@H:29]1[CH2:28][C@@H:27]([NH:26][C:21]2[C:20]([C:18]([C:14]3[S:15][C:16]([CH3:17])=[C:12]([C@H:9]4[C:10]5[C:5](=[CH:4][CH:3]=[C:2]([Cl:1])[CH:11]=5)[CH2:6][CH2:7][O:8]4)[CH:13]=3)=[O:19])=[CH:25][N:24]=[CH:23][N:22]=2)[CH2:31][C@@H:30]1[OH:32])[NH2:56], predict the reactants needed to synthesize it. The reactants are: [Cl:1][C:2]1[CH:11]=[C:10]2[C:5]([CH2:6][CH2:7][O:8][C@H:9]2[C:12]2[CH:13]=[C:14]([C:18]([C:20]3[C:21]([NH:26][C@H:27]4[CH2:31][C@H:30]([O:32][Si](C(C)C)(C(C)C)C(C)C)[C@@H:29]([CH2:43][OH:44])[CH2:28]4)=[N:22][CH:23]=[N:24][CH:25]=3)=[O:19])[S:15][C:16]=2[CH3:17])=[CH:4][CH:3]=1.C(N(CC)CC)C.Cl[S:53]([NH2:56])(=[O:55])=[O:54].Cl.